From a dataset of Full USPTO retrosynthesis dataset with 1.9M reactions from patents (1976-2016). Predict the reactants needed to synthesize the given product. (1) Given the product [F:1][C:2]1[CH:3]=[C:4]([C:8]2[CH:13]=[CH:12][C:11]([C:14](=[N:22][OH:23])[CH2:15][CH2:16][C:17]([OH:19])=[O:18])=[CH:10][CH:9]=2)[CH:5]=[CH:6][CH:7]=1, predict the reactants needed to synthesize it. The reactants are: [F:1][C:2]1[CH:3]=[C:4]([C:8]2[CH:13]=[CH:12][C:11]([C:14](=O)[CH2:15][CH2:16][C:17]([OH:19])=[O:18])=[CH:10][CH:9]=2)[CH:5]=[CH:6][CH:7]=1.Cl.[NH2:22][OH:23].C(=O)([O-])[O-].[Na+].[Na+]. (2) The reactants are: [OH:1][C:2]1[CH:3]=[C:4]([CH2:8][C:9]([NH:11][C:12]2[C:21]3[C:16](=[CH:17][CH:18]=[CH:19][CH:20]=3)[CH:15]=[CH:14][CH:13]=2)=[O:10])[CH:5]=[CH:6][CH:7]=1.[CH2:22](Br)[C:23]1[CH:28]=[CH:27][CH:26]=[CH:25][CH:24]=1.C(=O)([O-])[O-].[K+].[K+]. Given the product [C:12]1([NH:11][C:9](=[O:10])[CH2:8][C:4]2[CH:5]=[CH:6][CH:7]=[C:2]([O:1][CH2:22][C:23]3[CH:28]=[CH:27][CH:26]=[CH:25][CH:24]=3)[CH:3]=2)[C:21]2[C:16](=[CH:17][CH:18]=[CH:19][CH:20]=2)[CH:15]=[CH:14][CH:13]=1, predict the reactants needed to synthesize it. (3) Given the product [CH3:20][O:19][C:16]1[CH:17]=[CH:18][C:13]([CH:10]2[CH2:11][CH2:12][NH:8][CH2:9]2)=[C:14]([N+:21]([O-:23])=[O:22])[CH:15]=1, predict the reactants needed to synthesize it. The reactants are: C([N:8]1[CH2:12][CH2:11][CH:10]([C:13]2[CH:18]=[CH:17][C:16]([O:19][CH3:20])=[CH:15][C:14]=2[N+:21]([O-:23])=[O:22])[CH2:9]1)C1C=CC=CC=1.ClC(OC(Cl)=O)C.CO.C(OC(OC(C)(C)C)=O)(OC(C)(C)C)=O. (4) Given the product [F:47][C:48]1[CH:49]=[CH:50][C:51]([C:54]2[O:58][N:57]=[C:56]([C:59]([N:40]3[CH2:39][C@H:38]([C:41]4[S:42][CH:43]=[CH:44][CH:45]=4)[NH:37][C:36](=[O:46])[C@@H:35]3[CH2:31][CH:32]([CH3:34])[CH3:33])=[O:60])[CH:55]=2)=[CH:52][CH:53]=1, predict the reactants needed to synthesize it. The reactants are: C([C@@H]1N(C(=O)C2C=CC(OC3C=CC=CC=3)=CC=2)C[C@H](CC(C)C)NC1=O)C(C)C.[CH2:31]([C@@H:35]1[NH:40][CH2:39][C@H:38]([C:41]2[S:42][CH:43]=[CH:44][CH:45]=2)[NH:37][C:36]1=[O:46])[CH:32]([CH3:34])[CH3:33].[F:47][C:48]1[CH:53]=[CH:52][C:51]([C:54]2[O:58][N:57]=[C:56]([C:59](O)=[O:60])[CH:55]=2)=[CH:50][CH:49]=1. (5) Given the product [OH:37][CH2:36][CH2:38][NH:39][C:1]([C:2]1[CH:11]=[CH:10][C:9]2[C:4](=[CH:5][CH:6]=[CH:7][CH:8]=2)[N:3]=1)=[O:13], predict the reactants needed to synthesize it. The reactants are: [C:1]([OH:13])(=O)[C:2]1[CH:11]=[CH:10][C:9]2[C:4](=[CH:5][CH:6]=[CH:7][CH:8]=2)[N:3]=1.Cl.CN(C)CCCN=C=NCC.ON1C2C=CC=CC=2N=N1.[CH2:36]([CH2:38][NH2:39])[OH:37].CN1CCOCC1. (6) Given the product [CH3:23][O:21][C:13]1[CH2:14][CH2:15][C@@:16]2([CH3:17])[C:11](=[CH:10][CH2:9][C@@H:8]3[C@@H:18]2[CH2:19][CH2:20][C@@:5]2([CH3:6])[C@H:7]3[C@@H:2]3[CH2:1][C@@H:3]3[C:4]2=[O:22])[CH:12]=1, predict the reactants needed to synthesize it. The reactants are: [CH2:1]1[C@@H:3]2[C:4](=[O:22])[C@:5]3([CH2:20][CH2:19][C@H:18]4[C@@H:8]([CH2:9][CH2:10][C:11]5[C@:16]4([CH3:17])[CH2:15][CH2:14][C:13](=[O:21])[CH:12]=5)[C@@H:7]3[C@H:2]12)[CH3:6].[C:23]1(C)C=CC(S(O)(=O)=O)=CC=1. (7) Given the product [OH:9][C@@H:7]1[CH2:8][C@H:5]([CH:3]([NH:2][C:39]([C:38]2[C:32]3[C:33](=[N:34][CH:35]=[C:30]([C:24]4[C:23]5[C:27](=[CH:28][C:20]([F:19])=[CH:21][CH:22]=5)[N:26]([CH3:29])[N:25]=4)[N:31]=3)[N:36]([CH2:42][O:43][CH2:44][CH2:45][Si:46]([CH3:49])([CH3:48])[CH3:47])[CH:37]=2)=[O:40])[CH3:4])[CH2:6]1, predict the reactants needed to synthesize it. The reactants are: Cl.[NH2:2][CH:3]([C@@H:5]1[CH2:8][C@H:7]([OH:9])[CH2:6]1)[CH3:4].C(N(CC)C(C)C)(C)C.[F:19][C:20]1[CH:28]=[C:27]2[C:23]([C:24]([C:30]3[N:31]=[C:32]4[C:38]([C:39](O)=[O:40])=[CH:37][N:36]([CH2:42][O:43][CH2:44][CH2:45][Si:46]([CH3:49])([CH3:48])[CH3:47])[C:33]4=[N:34][CH:35]=3)=[N:25][N:26]2[CH3:29])=[CH:22][CH:21]=1.CN(C(ON1N=NC2C=CC=NC1=2)=[N+](C)C)C.F[P-](F)(F)(F)(F)F. (8) The reactants are: [CH3:1][O:2][C:3]1[N:4]=[CH:5][CH:6]=[C:7]2[C:12]=1[C:11](=O)[NH:10][C:9]([CH2:14][CH2:15][CH2:16][N:17]1[C:25](=[O:26])[C:24]3[C:19](=[CH:20][CH:21]=[CH:22][CH:23]=3)[C:18]1=[O:27])=[CH:8]2.O=P(Cl)(Cl)[Cl:30]. Given the product [Cl:30][C:11]1[C:12]2[C:7](=[CH:6][CH:5]=[N:4][C:3]=2[O:2][CH3:1])[CH:8]=[C:9]([CH2:14][CH2:15][CH2:16][N:17]2[C:25](=[O:26])[C:24]3[C:19](=[CH:20][CH:21]=[CH:22][CH:23]=3)[C:18]2=[O:27])[N:10]=1, predict the reactants needed to synthesize it.